This data is from Forward reaction prediction with 1.9M reactions from USPTO patents (1976-2016). The task is: Predict the product of the given reaction. (1) Given the reactants FC(F)(F)S(O[C:7]1[C:11]2[C:12]([O:16][CH3:17])=[N:13][CH:14]=[CH:15][C:10]=2[N:9]([C:18]2[C:23]([F:24])=[CH:22][CH:21]=[CH:20][C:19]=2[F:25])[N:8]=1)(=O)=O.CC1(C)C(C)(C)OB([C:36]2[CH:37]=[C:38]([C:41]([O:43][CH3:44])=[O:42])[S:39][CH:40]=2)O1.C(=O)([O-])[O-].[K+].[K+], predict the reaction product. The product is: [F:24][C:23]1[CH:22]=[CH:21][CH:20]=[C:19]([F:25])[C:18]=1[N:9]1[C:10]2[CH:15]=[CH:14][N:13]=[C:12]([O:16][CH3:17])[C:11]=2[C:7]([C:36]2[CH:37]=[C:38]([C:41]([O:43][CH3:44])=[O:42])[S:39][CH:40]=2)=[N:8]1. (2) Given the reactants C(OC([N:8]1[C:16]2[C:11](=[CH:12][C:13]([CH2:17][CH:18]([C:39]([O:41]C)=[O:40])[NH:19][C:20]([N:22]3[CH2:27][CH2:26][CH:25]([N:28]4[CH2:37][C:36]5[C:31](=[CH:32][CH:33]=[CH:34][CH:35]=5)[NH:30][C:29]4=[O:38])[CH2:24][CH2:23]3)=[O:21])=[CH:14][CH:15]=2)[CH:10]=[N:9]1)=O)(C)(C)C.O.[OH-].[Li+], predict the reaction product. The product is: [NH:8]1[C:16]2[C:11](=[CH:12][C:13]([CH2:17][CH:18]([NH:19][C:20]([N:22]3[CH2:27][CH2:26][CH:25]([N:28]4[CH2:37][C:36]5[C:31](=[CH:32][CH:33]=[CH:34][CH:35]=5)[NH:30][C:29]4=[O:38])[CH2:24][CH2:23]3)=[O:21])[C:39]([OH:41])=[O:40])=[CH:14][CH:15]=2)[CH:10]=[N:9]1. (3) The product is: [ClH:25].[ClH:25].[CH3:22][O:21][C:19]1[N:18]=[C:17]([O:23][CH3:24])[N:16]=[C:15]([NH:14][CH:11]2[CH2:12][CH2:13][NH:8][CH2:9][CH2:10]2)[N:20]=1. Given the reactants C(OC([N:8]1[CH2:13][CH2:12][CH:11]([NH:14][C:15]2[N:20]=[C:19]([O:21][CH3:22])[N:18]=[C:17]([O:23][CH3:24])[N:16]=2)[CH2:10][CH2:9]1)=O)(C)(C)C.[ClH:25], predict the reaction product. (4) Given the reactants C(OC([NH:8][C@@H:9]([CH2:20][C:21]1[CH:26]=[CH:25][CH:24]=[CH:23][CH:22]=1)[C:10]([O:12][CH2:13][C:14]1[CH:19]=[CH:18][CH:17]=[CH:16][CH:15]=1)=[O:11])=O)(C)(C)C.[ClH:27], predict the reaction product. The product is: [ClH:27].[NH2:8][C@@H:9]([CH2:20][C:21]1[CH:26]=[CH:25][CH:24]=[CH:23][CH:22]=1)[C:10]([O:12][CH2:13][C:14]1[CH:19]=[CH:18][CH:17]=[CH:16][CH:15]=1)=[O:11]. (5) Given the reactants [OH:1][CH:2]([C:5]1[C:18]2[C:9](=[C:10]3[CH2:21][CH2:20][CH2:19][N:12]4[CH2:13][CH2:14][CH2:15][C:16]([CH:17]=2)=[C:11]34)[O:8][C:7](=[O:22])[CH:6]=1)CO, predict the reaction product. The product is: [O:22]=[C:7]1[CH:6]=[C:5]([CH:2]=[O:1])[C:18]2[C:9](=[C:10]3[CH2:21][CH2:20][CH2:19][N:12]4[CH2:13][CH2:14][CH2:15][C:16]([CH:17]=2)=[C:11]34)[O:8]1. (6) Given the reactants [Cl:1][C:2]1[N:3]=[C:4](Cl)[C:5]2[CH2:10][CH2:9][CH:8]([C:11]3[CH:16]=[CH:15][C:14]([F:17])=[CH:13][CH:12]=3)[C:6]=2[N:7]=1.[CH:19]1([CH:22]([NH2:26])[CH2:23][O:24][CH3:25])[CH2:21][CH2:20]1, predict the reaction product. The product is: [Cl:1][C:2]1[N:3]=[C:4]([NH:26][CH:22]([CH:19]2[CH2:21][CH2:20]2)[CH2:23][O:24][CH3:25])[C:5]2[CH2:10][CH2:9][CH:8]([C:11]3[CH:16]=[CH:15][C:14]([F:17])=[CH:13][CH:12]=3)[C:6]=2[N:7]=1. (7) Given the reactants FC1C=C(F)C=CC=1C1C=C(CN2C(=O)C3=CC=CC=C3C2=O)C(=O)N(CC(C)C)N=1.[C:32]([C:35]1[C:36](=[O:53])[N:37]([CH2:49][CH:50]([CH3:52])[CH3:51])[N:38]=[C:39]([C:41]2[CH:46]=[CH:45][C:44]([S:47][CH3:48])=[CH:43][CH:42]=2)[CH:40]=1)(O)=[O:33], predict the reaction product. The product is: [OH:33][CH2:32][C:35]1[C:36](=[O:53])[N:37]([CH2:49][CH:50]([CH3:51])[CH3:52])[N:38]=[C:39]([C:41]2[CH:46]=[CH:45][C:44]([S:47][CH3:48])=[CH:43][CH:42]=2)[CH:40]=1.